From a dataset of Full USPTO retrosynthesis dataset with 1.9M reactions from patents (1976-2016). Predict the reactants needed to synthesize the given product. (1) Given the product [F:12][C:13]1[CH:14]=[C:15]([C:20]2[CH:21]=[C:3]([C:2]([OH:11])=[O:23])[C:4]3[C:9](=[CH:8][CH:7]=[CH:6][CH:5]=3)[N:1]=2)[CH:16]=[CH:17][C:18]=1[F:19], predict the reactants needed to synthesize it. The reactants are: [NH:1]1[C:9]2[C:4](=[CH:5][CH:6]=[CH:7][CH:8]=2)[C:3](=O)[C:2]1=[O:11].[F:12][C:13]1[CH:14]=[C:15]([C:20](=O)[CH3:21])[CH:16]=[CH:17][C:18]=1[F:19].[OH-:23].[K+]. (2) Given the product [C:24]([NH:23][S:20]([C:10]1[CH:11]=[CH:12][C:13]([O:15][C:16]([F:18])([F:17])[F:19])=[CH:14][C:9]=1[C:6]1[CH:5]=[CH:4][C:3]([CH2:2][N:28]2[CH2:33][CH2:32][O:31][CH2:30][CH2:29]2)=[CH:8][N:7]=1)(=[O:21])=[O:22])([CH3:25])([CH3:26])[CH3:27], predict the reactants needed to synthesize it. The reactants are: Br[CH2:2][C:3]1[CH:4]=[CH:5][C:6]([C:9]2[CH:14]=[C:13]([O:15][C:16]([F:19])([F:18])[F:17])[CH:12]=[CH:11][C:10]=2[S:20]([NH:23][C:24]([CH3:27])([CH3:26])[CH3:25])(=[O:22])=[O:21])=[N:7][CH:8]=1.[NH:28]1[CH2:33][CH2:32][O:31][CH2:30][CH2:29]1.C([O-])([O-])=O.[K+].[K+]. (3) Given the product [CH3:21][O:20][C:1]([CH2:2][CH2:3][CH2:4][CH2:5][CH2:6][CH2:7][CH2:8][CH2:9][CH2:10][CH2:11][CH2:12][CH2:13][CH2:14][CH2:15][CH2:16][CH2:17][CH2:18][CH2:3][CH2:2][C:1]([O:20][CH3:21])=[O:19])=[O:19], predict the reactants needed to synthesize it. The reactants are: [C:1]([O:20][CH3:21])(=[O:19])[CH2:2][CH2:3][CH2:4][CH2:5][CH2:6][CH2:7][CH2:8]/[CH:9]=[CH:10]\[CH2:11][CH2:12][CH2:13][CH2:14][CH2:15][CH2:16][CH2:17][CH3:18].CS(O)(=O)=O. (4) Given the product [OH:1][C:2]1[CH:3]=[C:4]([C:8]2[N:9]=[C:10]([C:17]3[CH:22]=[CH:21][N:20]=[C:19]([C:23]([NH2:24])=[O:25])[CH:18]=3)[C:11]3[S:16][CH:15]=[CH:14][C:12]=3[N:13]=2)[CH:5]=[CH:6][CH:7]=1, predict the reactants needed to synthesize it. The reactants are: [OH:1][C:2]1[CH:3]=[C:4]([C:8]2[N:9]=[C:10]([C:17]3[CH:22]=[CH:21][N:20]=[C:19]([C:23]#[N:24])[CH:18]=3)[C:11]3[S:16][CH:15]=[CH:14][C:12]=3[N:13]=2)[CH:5]=[CH:6][CH:7]=1.[OH-:25].[Na+].OO. (5) Given the product [CH2:1]([O:8][C:9]1[C:14]([NH:15][S:24]([C:27]2[CH:33]=[CH:32][C:30]([CH3:31])=[CH:29][CH:28]=2)(=[O:26])=[O:25])=[C:13]([Cl:16])[N:12]=[C:11]([S:17][CH3:18])[N:10]=1)[C:2]1[CH:3]=[CH:4][CH:5]=[CH:6][CH:7]=1, predict the reactants needed to synthesize it. The reactants are: [CH2:1]([O:8][C:9]1[C:14]([NH2:15])=[C:13]([Cl:16])[N:12]=[C:11]([S:17][CH3:18])[N:10]=1)[C:2]1[CH:7]=[CH:6][CH:5]=[CH:4][CH:3]=1.[Li]CCCC.[S:24](Cl)([C:27]1[CH:33]=[CH:32][C:30]([CH3:31])=[CH:29][CH:28]=1)(=[O:26])=[O:25]. (6) Given the product [Br:1][C:2]1[CH:3]=[C:4]2[C:8](=[CH:9][CH:10]=1)[N:7]([CH3:24])[C:6]1[CH2:11][N:12]([C:15]([O:17][C:18]([CH3:21])([CH3:20])[CH3:19])=[O:16])[CH2:13][CH2:14][C:5]2=1, predict the reactants needed to synthesize it. The reactants are: [Br:1][C:2]1[CH:3]=[C:4]2[C:8](=[CH:9][CH:10]=1)[NH:7][C:6]1[CH2:11][N:12]([C:15]([O:17][C:18]([CH3:21])([CH3:20])[CH3:19])=[O:16])[CH2:13][CH2:14][C:5]2=1.[H-].[Na+].[CH3:24]I. (7) Given the product [F:25][C:22]1[CH:23]=[CH:24][C:19]([O:18][CH2:17][CH2:8][N:1]2[CH2:7][CH2:6][CH2:5][NH:4][CH2:3][CH2:2]2)=[CH:20][CH:21]=1, predict the reactants needed to synthesize it. The reactants are: [N:1]1([C:8](OC(C)(C)C)=O)[CH2:7][CH2:6][CH2:5][NH:4][CH2:3][CH2:2]1.BrC[CH2:17][O:18][C:19]1[CH:24]=[CH:23][C:22]([F:25])=[CH:21][CH:20]=1. (8) Given the product [O:1]1[CH2:7][CH2:6][C:5]([C:8]([Cl:17])=[O:9])=[CH:4][C:3]2[CH:11]=[CH:12][CH:13]=[CH:14][C:2]1=2, predict the reactants needed to synthesize it. The reactants are: [O:1]1[CH2:7][CH2:6][C:5]([C:8](O)=[O:9])=[CH:4][C:3]2[CH:11]=[CH:12][CH:13]=[CH:14][C:2]1=2.S(Cl)([Cl:17])=O.